Predict the reaction yield, written as a fraction of the theoretical maximum amount of product (1.0 means a 100% yield; for example, 0.34 means a 34% yield). From a dataset of Reaction yield outcomes from USPTO patents with 853,638 reactions. (1) The reactants are [CH3:1][C:2]1[CH:3]=[CH:4][C:5]([N:9]2[N:32]=[C:31]([CH3:33])/[C:12](=[N:13]/[NH:14][C:15]3[CH:16]=[CH:17][CH:18]=[C:19]([C:22]4[CH:23]=[CH:24][CH:25]=[C:26]([C:28]([OH:30])=[O:29])[CH:27]=4)[C:20]=3[OH:21])/[C:10]2=[O:11])=[CH:6][C:7]=1[CH3:8].O.[CH2:35]([CH2:37][NH2:38])[OH:36]. The catalyst is C1COCC1. The product is [CH3:1][C:2]1[CH:3]=[CH:4][C:5]([N:9]2[N:32]=[C:31]([CH3:33])/[C:12](=[N:13]/[NH:14][C:15]3[CH:16]=[CH:17][CH:18]=[C:19]([C:22]4[CH:23]=[CH:24][CH:25]=[C:26]([C:28]([OH:30])=[O:29])[CH:27]=4)[C:20]=3[OH:21])/[C:10]2=[O:11])=[CH:6][C:7]=1[CH3:8].[CH2:35]([CH2:37][NH2:38])[OH:36]. The yield is 0.960. (2) The reactants are N#N.[NH2:3][C:4]1[C:9]2=[C:10]([C:17]3[CH:22]=[CH:21][C:20]([NH:23][C:24]([NH:26][C:27]4[CH:32]=[C:31]([C:33]([F:36])([F:35])[F:34])[CH:30]=[CH:29][C:28]=4[F:37])=[O:25])=[C:19]([F:38])[CH:18]=3)[C:11]([CH2:14][O:15][CH3:16])=[C:12](Br)[N:8]2[N:7]=[CH:6][N:5]=1.[C:39]([O:43][C:44]([N:46]1[CH2:51][CH:50]=[C:49](B2OC(C)(C)C(C)(C)O2)[CH2:48][CH2:47]1)=[O:45])([CH3:42])([CH3:41])[CH3:40].C([O-])([O-])=O.[Na+].[Na+]. The catalyst is O1CCOCC1. The product is [NH2:3][C:4]1[C:9]2=[C:10]([C:17]3[CH:22]=[CH:21][C:20]([NH:23][C:24](=[O:25])[NH:26][C:27]4[CH:32]=[C:31]([C:33]([F:36])([F:35])[F:34])[CH:30]=[CH:29][C:28]=4[F:37])=[C:19]([F:38])[CH:18]=3)[C:11]([CH2:14][O:15][CH3:16])=[C:12]([C:49]3[CH2:50][CH2:51][N:46]([C:44]([O:43][C:39]([CH3:42])([CH3:41])[CH3:40])=[O:45])[CH2:47][CH:48]=3)[N:8]2[N:7]=[CH:6][N:5]=1. The yield is 0.882. (3) The reactants are [F:1][C:2]1[CH:7]=[CH:6][C:5]([Mg]Br)=[CH:4][CH:3]=1.[N:10]12[CH2:17][CH2:16][C:13]([C:18]([O:20]CC)=O)([CH2:14][CH2:15]1)[CH2:12][CH2:11]2. The catalyst is C1COCC1. The product is [N:10]12[CH2:11][CH2:12][C:13]([C:18]([C:5]3[CH:6]=[CH:7][C:2]([F:1])=[CH:3][CH:4]=3)([C:5]3[CH:6]=[CH:7][C:2]([F:1])=[CH:3][CH:4]=3)[OH:20])([CH2:14][CH2:15]1)[CH2:16][CH2:17]2. The yield is 0.889. (4) The reactants are [CH3:1][N:2]1[C:6]([C:7]2[CH:8]=[C:9]3[C:13](=[CH:14][CH:15]=2)[NH:12][C:11](=O)[CH2:10]3)=[CH:5][C:4]([C:17]2[CH:18]=[N:19][CH:20]=[CH:21][CH:22]=2)=[N:3]1.P(Br)(Br)([Br:25])=O.N1C=CN=C1.C([O-])(O)=O.[Na+]. The catalyst is ClC(Cl)C. The product is [Br:25][C:11]1[NH:12][C:13]2[C:9]([CH:10]=1)=[CH:8][C:7]([C:6]1[N:2]([CH3:1])[N:3]=[C:4]([C:17]3[CH:18]=[N:19][CH:20]=[CH:21][CH:22]=3)[CH:5]=1)=[CH:15][CH:14]=2. The yield is 0.280. (5) The reactants are F[C:2]1[CH:9]=[C:8]([C:10]([F:13])([F:12])[F:11])[CH:7]=[CH:6][C:3]=1[CH:4]=[O:5].[NH:14]1[CH2:19][CH2:18][O:17][CH2:16][CH2:15]1.C(=O)([O-])[O-].[K+].[K+].CS(C)=O. The catalyst is O. The product is [N:14]1([C:2]2[CH:9]=[C:8]([C:10]([F:13])([F:12])[F:11])[CH:7]=[CH:6][C:3]=2[CH:4]=[O:5])[CH2:19][CH2:18][O:17][CH2:16][CH2:15]1. The yield is 0.410. (6) The reactants are [C:1]1([CH:7]([OH:10])[CH2:8][OH:9])[CH:6]=[CH:5][CH:4]=[CH:3][CH:2]=1.[C:11]1(C)C=CC=C[CH:12]=1.CC1OC(C)OC(C)O1. The catalyst is C1(C)C=CC(S(O)(=O)=O)=CC=1.O. The product is [CH3:11][CH:12]1[O:10][CH:7]([C:1]2[CH:6]=[CH:5][CH:4]=[CH:3][CH:2]=2)[CH2:8][O:9]1. The yield is 0.853. (7) The catalyst is C(O)(=O)C.[Fe]. The product is [NH2:1][C:4]1[C:13]2[N:12]=[CH:11][CH:10]=[N:9][C:8]=2[C:7]([C:14]#[N:15])=[CH:6][CH:5]=1. The reactants are [N+:1]([C:4]1[C:13]2[N:12]=[CH:11][CH:10]=[N:9][C:8]=2[C:7]([C:14]#[N:15])=[CH:6][CH:5]=1)([O-])=O. The yield is 1.00.